Dataset: Catalyst prediction with 721,799 reactions and 888 catalyst types from USPTO. Task: Predict which catalyst facilitates the given reaction. (1) The catalyst class is: 273. Reactant: [Cl:1][C:2]1[CH:7]=[CH:6][CH:5]=[CH:4][C:3]=1[CH:8]([C:33]1[CH:38]=[CH:37][CH:36]=[CH:35][C:34]=1[Cl:39])[C:9]1[S:13][C:12]([C:14]([NH:16][C@@H:17]([CH2:22][CH2:23][CH2:24][NH:25][C:26]([O:28][C:29]([CH3:32])([CH3:31])[CH3:30])=[O:27])[C:18]([O:20]C)=[O:19])=[O:15])=[CH:11][CH:10]=1. Product: [Cl:39][C:34]1[CH:35]=[CH:36][CH:37]=[CH:38][C:33]=1[CH:8]([C:3]1[CH:4]=[CH:5][CH:6]=[CH:7][C:2]=1[Cl:1])[C:9]1[S:13][C:12]([C:14]([NH:16][C@@H:17]([CH2:22][CH2:23][CH2:24][NH:25][C:26]([O:28][C:29]([CH3:31])([CH3:32])[CH3:30])=[O:27])[C:18]([OH:20])=[O:19])=[O:15])=[CH:11][CH:10]=1. (2) Reactant: [OH-].[Na+].[CH:3]1[C:13]2[CH:12]=[CH:11][C:10]3[CH:14]=[CH:15][CH:16]=[CH:17][C:9]=3[C:8](=[C:18]3[CH2:23][CH2:22][N:21]([CH2:24][CH2:25][CH2:26][O:27][C:28]([C:30]4[CH:31]([C:45]5[CH:50]=[CH:49][CH:48]=[C:47]([Cl:51])[CH:46]=5)[C:32]([C:38]([O:40]CCC#N)=[O:39])=[C:33]([CH3:37])[NH:34][C:35]=4[CH3:36])=[O:29])[CH2:20][CH2:19]3)[C:7]=2[CH:6]=[CH:5][CH:4]=1.Cl. Product: [CH:14]1[C:10]2[CH:11]=[CH:12][C:13]3[CH:3]=[CH:4][CH:5]=[CH:6][C:7]=3[C:8](=[C:18]3[CH2:19][CH2:20][N:21]([CH2:24][CH2:25][CH2:26][O:27][C:28]([C:30]4[CH:31]([C:45]5[CH:50]=[CH:49][CH:48]=[C:47]([Cl:51])[CH:46]=5)[C:32]([C:38]([OH:40])=[O:39])=[C:33]([CH3:37])[NH:34][C:35]=4[CH3:36])=[O:29])[CH2:22][CH2:23]3)[C:9]=2[CH:17]=[CH:16][CH:15]=1. The catalyst class is: 5. (3) Reactant: [NH2:1][C:2]1[C:7](/[CH:8]=[CH:9]/[C:10]([O:12][C:13]([CH3:16])([CH3:15])[CH3:14])=[O:11])=[CH:6][C:5]([Cl:17])=[CH:4][N:3]=1.[BH4-].[Na+].O. Product: [NH2:1][C:2]1[C:7]([CH2:8][CH2:9][C:10]([O:12][C:13]([CH3:15])([CH3:14])[CH3:16])=[O:11])=[CH:6][C:5]([Cl:17])=[CH:4][N:3]=1. The catalyst class is: 8. (4) Reactant: [CH2:1]([NH:4][C:5](=[O:11])[O:6][C:7]([CH3:10])([CH3:9])[CH3:8])[C:2]#[CH:3].[H-].[Na+].[CH2:14](I)[CH3:15]. Product: [CH2:14]([N:4]([CH2:1][C:2]#[CH:3])[C:5](=[O:11])[O:6][C:7]([CH3:8])([CH3:10])[CH3:9])[CH3:15]. The catalyst class is: 60. (5) Reactant: [OH:1][C:2]1[CH:9]=[CH:8][C:5]([CH:6]=[O:7])=[CH:4][C:3]=1[CH3:10].C(=O)([O-])[O-].[K+].[K+].Br[CH2:18][C:19]1[CH:24]=[CH:23][C:22]([C:25]([F:28])([F:27])[F:26])=[CH:21][C:20]=1[C:29]([F:32])([F:31])[F:30].O. Product: [F:30][C:29]([F:31])([F:32])[C:20]1[CH:21]=[C:22]([C:25]([F:28])([F:26])[F:27])[CH:23]=[CH:24][C:19]=1[CH2:18][O:1][C:2]1[CH:9]=[CH:8][C:5]([CH:6]=[O:7])=[CH:4][C:3]=1[CH3:10]. The catalyst class is: 3.